This data is from Full USPTO retrosynthesis dataset with 1.9M reactions from patents (1976-2016). The task is: Predict the reactants needed to synthesize the given product. (1) Given the product [Cl:16][C:17]1[N:22]=[C:21]([NH:1][CH:2]2[CH2:7][CH2:6][N:5]([C:8]3[N:13]=[N:12][C:11]([C:14]#[N:15])=[CH:10][CH:9]=3)[CH2:4][CH2:3]2)[C:20]([Cl:24])=[CH:19][N:18]=1, predict the reactants needed to synthesize it. The reactants are: [NH2:1][CH:2]1[CH2:7][CH2:6][N:5]([C:8]2[N:13]=[N:12][C:11]([C:14]#[N:15])=[CH:10][CH:9]=2)[CH2:4][CH2:3]1.[Cl:16][C:17]1[N:22]=[C:21](Cl)[C:20]([Cl:24])=[CH:19][N:18]=1.CCN(CC)CC. (2) The reactants are: CO[C:3]([C@H:5]1[CH2:9][C@H:8]([OH:10])[C@@H:7]([NH:11][C:12]([C:14]2[S:15][C:16]([Cl:19])=[CH:17][CH:18]=2)=[O:13])[CH2:6]1)=[O:4].[NH2:20][C:21]1[CH:26]=[CH:25][C:24]([N:27]2[CH:32]=[CH:31][N:30]=[CH:29][C:28]2=[O:33])=[CH:23][CH:22]=1. Given the product [OH:10][C@H:8]1[CH2:9][C@H:5]([C:3](=[O:4])[NH:20][C:21]2[CH:22]=[CH:23][C:24]([N:27]3[CH:32]=[CH:31][N:30]=[CH:29][C:28]3=[O:33])=[CH:25][CH:26]=2)[CH2:6][C@@H:7]1[NH:11][C:12]([C:14]1[S:15][C:16]([Cl:19])=[CH:17][CH:18]=1)=[O:13], predict the reactants needed to synthesize it. (3) The reactants are: [Br:1][C:2]1[CH:3]=[CH:4][C:5]([F:21])=[C:6]([C@:8]2([CH2:19][F:20])[CH2:13][C@@H:12]([C:14]([F:17])([F:16])[F:15])[O:11][C:10]([NH2:18])=[N:9]2)[CH:7]=1.C(N(CC)CC)C.[C:29](O[C:29](=[O:36])[C:30]1[CH:35]=[CH:34][CH:33]=[CH:32][CH:31]=1)(=[O:36])[C:30]1[CH:35]=[CH:34][CH:33]=[CH:32][CH:31]=1. Given the product [Br:1][C:2]1[CH:3]=[CH:4][C:5]([F:21])=[C:6]([C@:8]2([CH2:19][F:20])[CH2:13][C@@H:12]([C:14]([F:16])([F:17])[F:15])[O:11][C:10]([NH:18][C:29](=[O:36])[C:30]3[CH:35]=[CH:34][CH:33]=[CH:32][CH:31]=3)=[N:9]2)[CH:7]=1, predict the reactants needed to synthesize it.